From a dataset of Peptide-MHC class II binding affinity with 134,281 pairs from IEDB. Regression. Given a peptide amino acid sequence and an MHC pseudo amino acid sequence, predict their binding affinity value. This is MHC class II binding data. (1) The peptide sequence is AFILQGDNLFPKV. The MHC is HLA-DQA10501-DQB10201 with pseudo-sequence HLA-DQA10501-DQB10201. The binding affinity (normalized) is 0.659. (2) The peptide sequence is WPKSHTLWSNGVLES. The MHC is DRB1_0901 with pseudo-sequence DRB1_0901. The binding affinity (normalized) is 0.155.